From a dataset of Full USPTO retrosynthesis dataset with 1.9M reactions from patents (1976-2016). Predict the reactants needed to synthesize the given product. (1) Given the product [C:27]([OH:30])(=[O:29])[CH3:28].[CH3:1][C:2]1[C:9]([C:10]2[S:11][C:12]([C:21]3[NH:23][CH:36]=[N:34][N:25]=3)=[C:13]([C:15]3[CH:20]=[CH:19][CH:18]=[CH:17][CH:16]=3)[N:14]=2)=[C:5]2[S:6][CH:7]=[CH:8][N:4]2[N:3]=1, predict the reactants needed to synthesize it. The reactants are: [CH3:1][C:2]1[C:9]([C:10]2[S:11][C:12]([C:21]([NH2:23])=O)=[C:13]([C:15]3[CH:20]=[CH:19][CH:18]=[CH:17][CH:16]=3)[N:14]=2)=[C:5]2[S:6][CH:7]=[CH:8][N:4]2[N:3]=1.O.[NH2:25]N.[C:27]([OH:30])(=[O:29])[CH3:28].COC(OC)[N:34]([CH3:36])C. (2) Given the product [CH2:30]([O:29][C:27]([CH2:26][O:25][C:19]1[CH:20]=[CH:21][C:22]([Cl:24])=[CH:23][C:18]=1[CH2:17][C:11]1[CH:12]=[C:13]([Cl:16])[CH:14]=[CH:15][C:10]=1[O:9][CH:7]([CH3:8])[C:6]([OH:37])=[O:5])=[O:28])[C:31]1[CH:32]=[CH:33][CH:34]=[CH:35][CH:36]=1, predict the reactants needed to synthesize it. The reactants are: C([O:5][C:6](=[O:37])[CH:7]([O:9][C:10]1[CH:15]=[CH:14][C:13]([Cl:16])=[CH:12][C:11]=1[CH2:17][C:18]1[CH:23]=[C:22]([Cl:24])[CH:21]=[CH:20][C:19]=1[O:25][CH2:26][C:27]([O:29][CH2:30][C:31]1[CH:36]=[CH:35][CH:34]=[CH:33][CH:32]=1)=[O:28])[CH3:8])(C)(C)C.C(O)(C(F)(F)F)=O.